This data is from Full USPTO retrosynthesis dataset with 1.9M reactions from patents (1976-2016). The task is: Predict the reactants needed to synthesize the given product. (1) Given the product [CH3:8][O:9][C:10](=[O:30])[CH2:11][C:12]1[C:21]([CH3:22])=[C:20]([CH:23]2[CH2:24][CH2:25][N:26]([S:45]([CH:40]3[CH2:44][CH2:43][CH2:42][CH2:41]3)(=[O:47])=[O:46])[CH2:27][CH2:28]2)[C:19]2[C:14](=[CH:15][CH:16]=[C:17]([F:29])[CH:18]=2)[CH:13]=1, predict the reactants needed to synthesize it. The reactants are: FC(F)(F)C(O)=O.[CH3:8][O:9][C:10](=[O:30])[CH2:11][C:12]1[C:21]([CH3:22])=[C:20]([CH:23]2[CH2:28][CH2:27][NH:26][CH2:25][CH2:24]2)[C:19]2[C:14](=[CH:15][CH:16]=[C:17]([F:29])[CH:18]=2)[CH:13]=1.C(N(CC)C(C)C)(C)C.[CH:40]1([S:45](Cl)(=[O:47])=[O:46])[CH2:44][CH2:43][CH2:42][CH2:41]1. (2) Given the product [CH:2](=[C:9]1[CH2:13][CH2:12][CH2:11][C:10]1=[O:14])[CH2:3][CH2:4][CH2:5][CH2:6][CH2:7][CH3:8], predict the reactants needed to synthesize it. The reactants are: O[CH:2]([CH:9]1[CH2:13][CH2:12][CH2:11][C:10]1=[O:14])[CH2:3][CH2:4][CH2:5][CH2:6][CH2:7][CH3:8].C(O)(=O)C(O)=O. (3) Given the product [Br:1][C:2]1[CH:3]=[C:4]([S:9]([NH2:12])(=[O:11])=[O:10])[C:5](=[O:8])[N:6]([CH3:13])[CH:7]=1.[Br:1][C:2]1[CH:3]=[C:4]([S:9]([NH2:12])(=[O:11])=[O:10])[C:5]([O:8][CH3:13])=[N:6][CH:7]=1, predict the reactants needed to synthesize it. The reactants are: [Br:1][C:2]1[CH:3]=[C:4]([S:9]([NH2:12])(=[O:11])=[O:10])[C:5]([OH:8])=[N:6][CH:7]=1.[CH3:13][Si](C=[N+]=[N-])(C)C.